Dataset: Catalyst prediction with 721,799 reactions and 888 catalyst types from USPTO. Task: Predict which catalyst facilitates the given reaction. Reactant: [CH3:1][N:2]1[C:6](=S)[CH2:5][CH2:4][C@@H:3]1[CH2:8][C:9]#[N:10]. Product: [CH3:1][N:2]1[CH2:6][CH2:5][CH2:4][C@@H:3]1[CH2:8][C:9]#[N:10]. The catalyst class is: 592.